This data is from Reaction yield outcomes from USPTO patents with 853,638 reactions. The task is: Predict the reaction yield, written as a fraction of the theoretical maximum amount of product (1.0 means a 100% yield; for example, 0.34 means a 34% yield). (1) The reactants are [CH2:1]([O:8][C:9]1[C:14]2[CH:15]=[C:16]([C:18]3[N:19]=[C:20]4[N:24]([CH:25]=3)[N:23]=[C:22](Br)[S:21]4)[O:17][C:13]=2[CH:12]=[C:11]([O:27][CH3:28])[CH:10]=1)[C:2]1[CH:7]=[CH:6][CH:5]=[CH:4][CH:3]=1.[CH3:29][O-:30].[Na+]. The catalyst is ClCCl.CO. The product is [CH2:1]([O:8][C:9]1[C:14]2[CH:15]=[C:16]([C:18]3[N:19]=[C:20]4[N:24]([CH:25]=3)[N:23]=[C:22]([O:30][CH3:29])[S:21]4)[O:17][C:13]=2[CH:12]=[C:11]([O:27][CH3:28])[CH:10]=1)[C:2]1[CH:7]=[CH:6][CH:5]=[CH:4][CH:3]=1. The yield is 0.830. (2) The reactants are [N:1]1[C:10]2[C:5](=[CH:6][C:7]([CH2:11][N:12]3[C:16]4=[N:17][C:18]([C:21]5[CH:22]=[N:23][N:24]([CH2:26][CH2:27][OH:28])[CH:25]=5)=[CH:19][CH:20]=[C:15]4[N:14]=[N:13]3)=[CH:8][CH:9]=2)[CH:4]=[CH:3][CH:2]=1.C(O)(=[O:31])C. The catalyst is OO. The product is [OH:28][CH2:27][CH2:26][N:24]1[CH:25]=[C:21]([C:18]2[N:17]=[C:16]3[N:12]([CH2:11][C:7]4[CH:6]=[C:5]5[C:10](=[CH:9][CH:8]=4)[N+:1]([O-:31])=[CH:2][CH:3]=[CH:4]5)[N:13]=[N:14][C:15]3=[CH:20][CH:19]=2)[CH:22]=[N:23]1. The yield is 0.140. (3) The yield is 0.960. The product is [CH3:15][C:9]1([CH3:16])[CH2:8][C:7]2[N:6]=[C:5]([C:3]([OH:4])=[O:2])[CH:14]=[CH:13][C:12]=2[CH2:11][CH2:10]1. The reactants are C[O:2][C:3]([C:5]1[CH:14]=[CH:13][C:12]2[CH2:11][CH2:10][C:9]([CH3:16])([CH3:15])[CH2:8][C:7]=2[N:6]=1)=[O:4].O.[OH-].[Li+].Cl. The catalyst is C1COCC1.O. (4) The reactants are [Br:1][C:2]1[CH:7]=[CH:6][C:5](B(O)O)=[CH:4][CH:3]=1.C[Si](C)(C)[N-][Si](C)(C)C.[Na+].N[C@@H]1C[CH2:26][CH2:25][CH2:24][C@H:23]1[OH:28].N#N.IC1CCOC1.Cl. The catalyst is CC(O)C.[Ni](I)I. The product is [Br:1][C:2]1[CH:7]=[CH:6][C:5]([CH:25]2[CH2:24][CH2:23][O:28][CH2:26]2)=[CH:4][CH:3]=1. The yield is 0.510. (5) The reactants are COC1C=CC(C[N:8](CC2C=CC(OC)=CC=2)[C:9]2[N:14]=[C:13]([CH3:15])[N:12]=[C:11]([C:16]3[CH:17]=[C:18]([CH:31]([OH:45])[C:32]4[CH:37]=[C:36]([Br:38])[CH:35]=[CH:34][C:33]=4[S:39]([N:42]([CH3:44])[CH3:43])(=[O:41])=[O:40])[CH:19]=[N:20][C:21]=3[NH:22][C:23]3[CH:24]=[N:25][C:26]([O:29][CH3:30])=[CH:27][CH:28]=3)[N:10]=2)=CC=1.C(O)(C(F)(F)F)=O.C([SiH](CC)CC)C. The catalyst is C(Cl)Cl. The product is [NH2:8][C:9]1[N:14]=[C:13]([CH3:15])[N:12]=[C:11]([C:16]2[CH:17]=[C:18]([CH:31]([OH:45])[C:32]3[CH:37]=[C:36]([Br:38])[CH:35]=[CH:34][C:33]=3[S:39]([N:42]([CH3:43])[CH3:44])(=[O:41])=[O:40])[CH:19]=[N:20][C:21]=2[NH:22][C:23]2[CH:24]=[N:25][C:26]([O:29][CH3:30])=[CH:27][CH:28]=2)[N:10]=1. The yield is 0.930. (6) The product is [Na:1].[O:31]1[C:35]2([CH2:36][CH2:37][CH:10]([O:11][C:12]3[CH:17]=[CH:16][N:15]=[C:14]([CH2:18][S:19]([C:21]4[NH:22][C:23]5[CH:29]=[CH:28][CH:27]=[CH:26][C:24]=5[N:25]=4)=[O:20])[C:13]=3[CH3:30])[CH2:7][CH2:8]2)[O:34][CH2:33][CH2:32]1. No catalyst specified. The reactants are [Na:1].COC1O[CH2:8][CH:7]([CH2:10][O:11][C:12]2[CH:17]=[CH:16][N:15]=[C:14]([CH2:18][S:19]([C:21]3[NH:25][C:24]4[CH:26]=[CH:27][CH:28]=[CH:29][C:23]=4[N:22]=3)=[O:20])[C:13]=2[CH3:30])CO1.[O:31]1[C:35]2(CCC(O)[CH2:37][CH2:36]2)[O:34][CH2:33][CH2:32]1. The yield is 0.0730.